Predict the product of the given reaction. From a dataset of Forward reaction prediction with 1.9M reactions from USPTO patents (1976-2016). (1) Given the reactants [NH2:1][C:2]1[CH:3]=[N:4][N:5]([CH3:22])[C:6]=1[N:7]1[CH2:13][CH2:12][CH:11]([F:14])[CH:10]([NH:15]C(=O)C(F)(F)F)[CH2:9][CH2:8]1.C(OC([NH:30][C:31]1[S:35][C:34]([C:36]2[CH:41]=[C:40]([CH3:42])[CH:39]=[CH:38][C:37]=2[F:43])=[N:33][C:32]=1[C:44](O)=[O:45])=O)(C)(C)C, predict the reaction product. The product is: [NH2:30][C:31]1[S:35][C:34]([C:36]2[CH:41]=[C:40]([CH3:42])[CH:39]=[CH:38][C:37]=2[F:43])=[N:33][C:32]=1[C:44]([NH:1][C:2]1[CH:3]=[N:4][N:5]([CH3:22])[C:6]=1[N:7]1[CH2:13][CH2:12][C@@H:11]([F:14])[C@@H:10]([NH2:15])[CH2:9][CH2:8]1)=[O:45]. (2) Given the reactants [OH:1][CH:2]1[CH2:7][CH2:6][N:5]([C:8]([N:10]2[CH2:15][CH:14]([C:16]3[CH:21]=[CH:20][C:19]([C:22]([F:25])([F:24])[F:23])=[CH:18][CH:17]=3)[CH2:13][CH:12]([C:26](O)=[O:27])[CH2:11]2)=[O:9])[CH2:4][CH2:3]1.O[NH:30][C:31]([C:33]1[CH:34]=[N:35][CH:36]=[CH:37][CH:38]=1)=[NH:32], predict the reaction product. The product is: [OH:1][CH:2]1[CH2:3][CH2:4][N:5]([C:8]([N:10]2[CH2:15][CH:14]([C:16]3[CH:17]=[CH:18][C:19]([C:22]([F:24])([F:23])[F:25])=[CH:20][CH:21]=3)[CH2:13][CH:12]([C:26]3[O:27][N:32]=[C:31]([C:33]4[CH:34]=[N:35][CH:36]=[CH:37][CH:38]=4)[N:30]=3)[CH2:11]2)=[O:9])[CH2:6][CH2:7]1.